This data is from Reaction yield outcomes from USPTO patents with 853,638 reactions. The task is: Predict the reaction yield, written as a fraction of the theoretical maximum amount of product (1.0 means a 100% yield; for example, 0.34 means a 34% yield). The catalyst is C(Cl)Cl. The yield is 0.910. The reactants are [N:1]1[CH:6]=[CH:5][CH:4]=[CH:3][C:2]=1[NH:7][C:8]1[S:9][C:10]([CH:13]=O)=[CH:11][N:12]=1.[NH2:15][C:16]1[CH:17]=[C:18]([CH:22]=[CH:23][C:24]=1[F:25])[C:19]([OH:21])=[O:20].C([SiH](CC)CC)C. The product is [F:25][C:24]1[CH:23]=[CH:22][C:18]([C:19]([OH:21])=[O:20])=[CH:17][C:16]=1[NH:15][CH2:13][C:10]1[S:9][C:8]([NH:7][C:2]2[CH:3]=[CH:4][CH:5]=[CH:6][N:1]=2)=[N:12][CH:11]=1.